Task: Predict the reactants needed to synthesize the given product.. Dataset: Full USPTO retrosynthesis dataset with 1.9M reactions from patents (1976-2016) (1) Given the product [F:14][C:15]1[CH:16]=[C:17]2[C:21](=[CH:22][CH:23]=1)[N:20]([CH3:24])[CH:19]=[C:18]2[CH2:32][O:33][CH2:34][CH:35]1[CH2:36][CH2:37][C:38]([C:44]2[CH:45]=[CH:46][CH:47]=[CH:48][CH:49]=2)([N:41]([CH3:43])[CH3:42])[CH2:39][CH2:40]1, predict the reactants needed to synthesize it. The reactants are: O.[F-].C([N+](C)(C)C)C1C=CC=CC=1.[F:14][C:15]1[CH:16]=[C:17]2[C:21](=[CH:22][CH:23]=1)[N:20]([CH3:24])[C:19]([Si](CC)(CC)CC)=[C:18]2[CH2:32][O:33][CH2:34][CH:35]1[CH2:40][CH2:39][C:38]([C:44]2[CH:49]=[CH:48][CH:47]=[CH:46][CH:45]=2)([N:41]([CH3:43])[CH3:42])[CH2:37][CH2:36]1. (2) Given the product [C:1]([O:5][C:6](=[O:24])[NH:7][CH2:8][C:9]1[CH:14]=[C:13]([O:15][CH:16]2[CH2:20][CH2:19][O:18][CH2:17]2)[CH:12]=[CH:11][C:10]=1[NH2:21])([CH3:4])([CH3:2])[CH3:3], predict the reactants needed to synthesize it. The reactants are: [C:1]([O:5][C:6](=[O:24])[NH:7][CH2:8][C:9]1[CH:14]=[C:13]([O:15][CH:16]2[CH2:20][CH2:19][O:18][CH2:17]2)[CH:12]=[CH:11][C:10]=1[N+:21]([O-])=O)([CH3:4])([CH3:3])[CH3:2].[Cl-].[NH4+].C(O)C.